From a dataset of Peptide-MHC class I binding affinity with 185,985 pairs from IEDB/IMGT. Regression. Given a peptide amino acid sequence and an MHC pseudo amino acid sequence, predict their binding affinity value. This is MHC class I binding data. (1) The peptide sequence is VEIPNRIVF. The MHC is HLA-A02:06 with pseudo-sequence HLA-A02:06. The binding affinity (normalized) is 0.0847. (2) The peptide sequence is LAMGIMILK. The binding affinity (normalized) is 0.684. The MHC is HLA-A68:01 with pseudo-sequence HLA-A68:01.